Predict the reactants needed to synthesize the given product. From a dataset of Full USPTO retrosynthesis dataset with 1.9M reactions from patents (1976-2016). (1) The reactants are: [NH2:1][C:2]1[S:3][C:4]([C:17]2[CH:22]=[CH:21][CH:20]=[C:19]([F:23])[CH:18]=2)=[C:5]([C:7]([N:9]2[CH2:14][C@H:13]3[C@H:11]([CH2:12]3)[C@H:10]2[CH2:15][NH2:16])=[O:8])[N:6]=1.[F:24][C:25]([F:36])([F:35])[C:26]1[CH:27]=[C:28]([CH:32]=[CH:33][CH:34]=1)[C:29](O)=[O:30]. Given the product [NH2:1][C:2]1[S:3][C:4]([C:17]2[CH:22]=[CH:21][CH:20]=[C:19]([F:23])[CH:18]=2)=[C:5]([C:7]([N:9]2[CH2:14][C@H:13]3[C@H:11]([CH2:12]3)[C@H:10]2[CH2:15][NH:16][C:29](=[O:30])[C:28]2[CH:32]=[CH:33][CH:34]=[C:26]([C:25]([F:24])([F:35])[F:36])[CH:27]=2)=[O:8])[N:6]=1, predict the reactants needed to synthesize it. (2) Given the product [CH3:11][O:12][C:13]1[CH:14]=[C:15]([CH:16]=[C:17]([CH3:19])[CH:18]=1)[O:20][CH2:2][C:3]([C:5]1[CH:10]=[CH:9][CH:8]=[CH:7][CH:6]=1)=[O:4], predict the reactants needed to synthesize it. The reactants are: Br[CH2:2][C:3]([C:5]1[CH:10]=[CH:9][CH:8]=[CH:7][CH:6]=1)=[O:4].[CH3:11][O:12][C:13]1[CH:14]=[C:15]([OH:20])[CH:16]=[C:17]([CH3:19])[CH:18]=1.C([O-])([O-])=O.[K+].[K+]. (3) Given the product [CH3:44][O:45][C:46]1[CH:54]=[CH:53][C:49]([C:50]([NH:34][C:35]2[CH:36]=[CH:37][C:38]([CH3:43])=[C:39]([CH:42]=2)[CH2:40][NH:41][C:15]2[C:24]3[C:19](=[C:20]([C:25]([NH2:27])=[O:26])[CH:21]=[CH:22][CH:23]=3)[N:18]=[CH:17][N:16]=2)=[O:51])=[CH:48][CH:47]=1, predict the reactants needed to synthesize it. The reactants are: COC1C=CC(C(N(C)C2C=C(C=CC=2)CN[C:15]2[C:24]3[C:19](=[C:20]([C:25]([NH2:27])=[O:26])[CH:21]=[CH:22][CH:23]=3)[N:18]=[CH:17][N:16]=2)=O)=CC=1.[NH2:34][C:35]1[CH:36]=[CH:37][C:38]([CH3:43])=[C:39]([CH:42]=1)[C:40]#[N:41].[CH3:44][O:45][C:46]1[CH:54]=[CH:53][C:49]([C:50](O)=[O:51])=[CH:48][CH:47]=1. (4) The reactants are: [OH:1][CH:2]([C:13]1[CH:18]=[CH:17][C:16](N2CCOCC2)=[CH:15][CH:14]=1)[CH2:3][N:4]([CH3:12])[C:5](=[O:11])[O:6][C:7]([CH3:10])([CH3:9])[CH3:8].[Br:25]CC(C1C=CC(Br)=CC=1)=O. Given the product [Br:25][C:16]1[CH:17]=[CH:18][C:13]([CH:2]([OH:1])[CH2:3][N:4]([CH3:12])[C:5](=[O:11])[O:6][C:7]([CH3:10])([CH3:9])[CH3:8])=[CH:14][CH:15]=1, predict the reactants needed to synthesize it. (5) The reactants are: [CH:1]1([CH2:4][N:5]2[CH2:23][CH2:22][C@:12]34[C:13]5[C:14]6[O:21][C@H:11]3[C:10](=[O:24])[CH2:9][CH2:8][C@@:7]4([O:25][CH2:26][CH:27]3[CH2:29][CH2:28]3)[C@H:6]2[CH2:19][C:18]=5[CH:17]=[CH:16][C:15]=6[OH:20])[CH2:3][CH2:2]1.C1C=C(Cl)C=C(C(OO)=[O:38])C=1.C([O-])([O-])=O.[K+].[K+]. Given the product [CH:1]1([CH2:4][N+:5]2([O-:38])[CH2:23][CH2:22][C@:12]34[C:13]5[C:14]6[O:21][C@H:11]3[C:10](=[O:24])[CH2:9][CH2:8][C@@:7]4([O:25][CH2:26][CH:27]3[CH2:29][CH2:28]3)[C@H:6]2[CH2:19][C:18]=5[CH:17]=[CH:16][C:15]=6[OH:20])[CH2:3][CH2:2]1, predict the reactants needed to synthesize it.